From a dataset of Reaction yield outcomes from USPTO patents with 853,638 reactions. Predict the reaction yield, written as a fraction of the theoretical maximum amount of product (1.0 means a 100% yield; for example, 0.34 means a 34% yield). (1) The reactants are [CH3:1]N(C)C=O.[CH:6]([O:9][C:10](=[O:47])[C@H:11]([CH2:23][C:24]1[CH:29]=[CH:28][C:27]([N:30]2[C:39](=[O:40])[C:38]3[C:33](=[CH:34][CH:35]=[C:36]([CH2:41][N:42]([CH:44]=[O:45])[CH3:43])[CH:37]=3)[NH:32][C:31]2=[O:46])=[CH:26][CH:25]=1)[NH:12][C:13](=[O:22])[C:14]1[C:19]([Cl:20])=[CH:18][CH:17]=[CH:16][C:15]=1[Cl:21])([CH3:8])[CH3:7].C(=O)([O-])[O-].[K+].[K+].C1(C)C=CC(S(OC)(=O)=O)=CC=1. The catalyst is O.C(O)(=O)C. The product is [CH:6]([O:9][C:10](=[O:47])[C@H:11]([CH2:23][C:24]1[CH:25]=[CH:26][C:27]([N:30]2[C:39](=[O:40])[C:38]3[C:33](=[CH:34][CH:35]=[C:36]([CH2:41][N:42]([CH:44]=[O:45])[CH3:43])[CH:37]=3)[N:32]([CH3:1])[C:31]2=[O:46])=[CH:28][CH:29]=1)[NH:12][C:13](=[O:22])[C:14]1[C:15]([Cl:21])=[CH:16][CH:17]=[CH:18][C:19]=1[Cl:20])([CH3:8])[CH3:7]. The yield is 0.940. (2) The reactants are [NH:1]1[C:9]2[C:4](=[CH:5][C:6]([C:10]3([C:13]([O:15]C)=[O:14])[CH2:12][CH2:11]3)=[CH:7][CH:8]=2)[CH:3]=[CH:2]1.[Li+].[OH-].Cl. The catalyst is CO.O. The product is [NH:1]1[C:9]2[C:4](=[CH:5][C:6]([C:10]3([C:13]([OH:15])=[O:14])[CH2:12][CH2:11]3)=[CH:7][CH:8]=2)[CH:3]=[CH:2]1. The yield is 0.870. (3) The reactants are Cl[CH2:2][C:3]1[N:8]=[C:7]([C:9]#[N:10])[C:6]([CH3:11])=[CH:5][CH:4]=1.[Cl:12][C:13]1[CH:14]=[CH:15][C:16]([O:22][CH2:23][C:24]2[CH:29]=[CH:28][C:27]([Cl:30])=[CH:26][C:25]=2[F:31])=[C:17](B(O)O)[CH:18]=1.C(=O)([O-])[O-].[K+].[K+]. The catalyst is C1(C)C=CC=CC=1.C(O)C.C1C=CC([P]([Pd]([P](C2C=CC=CC=2)(C2C=CC=CC=2)C2C=CC=CC=2)([P](C2C=CC=CC=2)(C2C=CC=CC=2)C2C=CC=CC=2)[P](C2C=CC=CC=2)(C2C=CC=CC=2)C2C=CC=CC=2)(C2C=CC=CC=2)C2C=CC=CC=2)=CC=1. The product is [Cl:12][C:13]1[CH:14]=[CH:15][C:16]([O:22][CH2:23][C:24]2[CH:29]=[CH:28][C:27]([Cl:30])=[CH:26][C:25]=2[F:31])=[C:17]([CH2:2][C:3]2[N:8]=[C:7]([C:9]#[N:10])[C:6]([CH3:11])=[CH:5][CH:4]=2)[CH:18]=1. The yield is 0.640. (4) The reactants are [F:1][C:2]1[CH:3]=[C:4]([C:8]2[N:9]=[C:10]([NH2:21])[C:11]([NH2:20])=[N:12][C:13]=2[C:14]2[CH:19]=[CH:18][N:17]=[CH:16][CH:15]=2)[CH:5]=[CH:6][CH:7]=1.C([O-])(O)=O.[Na+].[F:27][C:28]([F:39])([F:38])[C:29](O[C:29](=O)[C:28]([F:39])([F:38])[F:27])=O. The yield is 0.450. The product is [F:1][C:2]1[CH:3]=[C:4]([C:8]2[N:9]=[C:10]3[NH:21][C:29]([C:28]([F:39])([F:38])[F:27])=[N:20][C:11]3=[N:12][C:13]=2[C:14]2[CH:19]=[CH:18][N:17]=[CH:16][CH:15]=2)[CH:5]=[CH:6][CH:7]=1. No catalyst specified. (5) The reactants are [CH3:1][O:2][C:3]1[CH:4]=[C:5]([OH:9])[CH:6]=[CH:7][CH:8]=1.[H-].[Na+].[CH2:12]([O:14][C:15](=[O:18])[CH2:16]Br)[CH3:13]. The catalyst is CC(N(C)C)=O. The product is [CH2:12]([O:14][C:15](=[O:18])[CH2:16][O:9][C:5]1[CH:6]=[CH:7][CH:8]=[C:3]([O:2][CH3:1])[CH:4]=1)[CH3:13]. The yield is 0.910.